From a dataset of Forward reaction prediction with 1.9M reactions from USPTO patents (1976-2016). Predict the product of the given reaction. (1) The product is: [NH:1]1[CH2:6][CH2:5][CH2:4][CH2:3][CH:2]1[CH2:7][CH2:8][O:9][C:10]1[CH:11]=[C:12]([C:16]2[C:24]3[C:19](=[CH:20][CH:21]=[C:22]([C:25]([NH2:26])=[O:33])[CH:23]=3)[N:18]([CH:27]3[CH2:32][CH2:31][CH2:30][CH2:29][O:28]3)[N:17]=2)[CH:13]=[CH:14][CH:15]=1. Given the reactants [NH:1]1[CH2:6][CH2:5][CH2:4][CH2:3][CH:2]1[CH2:7][CH2:8][O:9][C:10]1[CH:11]=[C:12]([C:16]2[C:24]3[C:19](=[CH:20][CH:21]=[C:22]([C:25]#[N:26])[CH:23]=3)[N:18]([CH:27]3[CH2:32][CH2:31][CH2:30][CH2:29][O:28]3)[N:17]=2)[CH:13]=[CH:14][CH:15]=1.[OH-:33].[Na+].OO, predict the reaction product. (2) The product is: [Br:1][C:2]1[CH:3]=[C:4]([S:8]([NH:16][CH2:15][CH2:14][C:13]#[N:12])(=[O:10])=[O:9])[CH:5]=[CH:6][CH:7]=1. Given the reactants [Br:1][C:2]1[CH:3]=[C:4]([S:8](Cl)(=[O:10])=[O:9])[CH:5]=[CH:6][CH:7]=1.[NH2:12][CH2:13][CH2:14][C:15]#[N:16], predict the reaction product. (3) Given the reactants CN(CCOC1C=CC(C[CH:17]2[S:21][C:20](=[O:22])[NH:19][C:18]2=[O:23])=CC=1)C1C=CC=CN=1.CC(C)=O.O1CCCC1.[C@H:35]([OH:44])([C:41]([OH:43])=[O:42])[C@H:36]([OH:40])[C:37]([OH:39])=[O:38].O, predict the reaction product. The product is: [S:21]1[CH2:17][C:18](=[O:23])[NH:19][C:20]1=[O:22].[C@H:35]([OH:44])([C:41]([OH:43])=[O:42])[C@H:36]([OH:40])[C:37]([OH:39])=[O:38]. (4) Given the reactants [Cl:1][C:2]1[N:3]=[C:4]([CH3:30])[NH:5][C:6]=1[C:7]([NH:9][CH2:10][C:11]1[CH:16]=[CH:15][C:14]([Cl:17])=[C:13]([O:18][C:19]2[CH:24]=[C:23]([C:25]#[N:26])[CH:22]=[C:21]([CH:27]=[CH2:28])[N:20]=2)[C:12]=1[F:29])=[O:8].C1(SC2C=CC=CC=2)C=CC=CC=1, predict the reaction product. The product is: [Cl:1][C:2]1[N:3]=[C:4]([CH3:30])[NH:5][C:6]=1[C:7]([NH:9][CH2:10][C:11]1[CH:16]=[CH:15][C:14]([Cl:17])=[C:13]([O:18][C:19]2[CH:24]=[C:23]([C:25]#[N:26])[CH:22]=[C:21]([CH2:27][CH3:28])[N:20]=2)[C:12]=1[F:29])=[O:8]. (5) Given the reactants C1(C2N=[C:20]([N:17]3CC[N:17]([C:20]4[CH:25]=[CH:24][CH:23]=[CH:22]C=4OC)CC3)[C:25]3C(=C[C:22](OC)=[C:23](OC)[CH:24]=3)N=2)CC1.[NH2:32][C:33]1[CH:42]=[CH:41][CH:40]=[CH:39][C:34]=1[C:35]([O:37]C)=O.C1(C#N)CCC1, predict the reaction product. The product is: [CH:25]1([C:20]2[N:17]=[C:35]([OH:37])[C:34]3[C:33](=[CH:42][CH:41]=[CH:40][CH:39]=3)[N:32]=2)[CH2:24][CH2:23][CH2:22]1. (6) Given the reactants [CH2:1]([O:3][C:4](=[O:33])/[C:5](/[O:30][CH2:31][CH3:32])=[CH:6]/[C:7]1[C:12]([CH3:13])=[CH:11][C:10]([O:14][CH2:15][CH2:16][C:17]2[N:18]=[C:19]([C:23]3[CH:28]=[CH:27][CH:26]=[CH:25][CH:24]=3)[O:20][C:21]=2[CH3:22])=[CH:9][C:8]=1[CH3:29])C.II.[Mg], predict the reaction product. The product is: [CH3:1][O:3][C:4](=[O:33])[CH:5]([O:30][CH2:31][CH3:32])[CH2:6][C:7]1[C:12]([CH3:13])=[CH:11][C:10]([O:14][CH2:15][CH2:16][C:17]2[N:18]=[C:19]([C:23]3[CH:24]=[CH:25][CH:26]=[CH:27][CH:28]=3)[O:20][C:21]=2[CH3:22])=[CH:9][C:8]=1[CH3:29]. (7) Given the reactants [NH2:1][CH2:2][C:3]1[CH:7]=[N:6][N:5]([CH2:8][C@@H:9]2[C@H:12]([NH:13][C:14](=[O:50])/[C:15](=[N:29]\[O:30][C:31]3([C:34]([O:36][CH:37]([C:44]4[CH:49]=[CH:48][CH:47]=[CH:46][CH:45]=4)[C:38]4[CH:43]=[CH:42][CH:41]=[CH:40][CH:39]=4)=[O:35])[CH2:33][CH2:32]3)/[C:16]3[N:17]=[C:18]([NH:21][C:22]([O:24][C:25]([CH3:28])([CH3:27])[CH3:26])=[O:23])[S:19][CH:20]=3)[C:11](=[O:51])[NH:10]2)[N:4]=1.N1([C:57]([O:59][CH2:60][CH2:61][NH:62][C:63]([O:65][C:66]([CH3:69])([CH3:68])[CH3:67])=[O:64])=[O:58])C=CN=C1, predict the reaction product. The product is: [C:25]([O:24][C:22]([NH:21][C:18]1[S:19][CH:20]=[C:16](/[C:15](=[N:29]/[O:30][C:31]2([C:34]([O:36][CH:37]([C:44]3[CH:49]=[CH:48][CH:47]=[CH:46][CH:45]=3)[C:38]3[CH:43]=[CH:42][CH:41]=[CH:40][CH:39]=3)=[O:35])[CH2:33][CH2:32]2)/[C:14]([NH:13][C@@H:12]2[C:11](=[O:51])[NH:10][C@@H:9]2[CH2:8][N:5]2[N:4]=[C:3]([CH2:2][NH:1][C:57](=[O:58])[O:59][CH2:60][CH2:61][NH:62][C:63](=[O:64])[O:65][C:66]([CH3:67])([CH3:68])[CH3:69])[CH:7]=[N:6]2)=[O:50])[N:17]=1)=[O:23])([CH3:27])([CH3:26])[CH3:28]. (8) Given the reactants [Si]([O:8][CH2:9][C@H:10]1[O:15][CH2:14][C@H:13]([NH:16][C:17](=[O:23])[O:18][C:19]([CH3:22])([CH3:21])[CH3:20])[CH:12]=[CH:11]1)(C(C)(C)C)(C)C.[F-].C([N+](CCCC)(CCCC)CCCC)CCC.P([O-])([O-])([O-])=O.[K+].[K+].[K+], predict the reaction product. The product is: [OH:8][CH2:9][C@H:10]1[O:15][CH2:14][C@H:13]([NH:16][C:17](=[O:23])[O:18][C:19]([CH3:21])([CH3:20])[CH3:22])[CH:12]=[CH:11]1. (9) Given the reactants [Cl:1][C:2]1[CH:3]=[C:4]([CH:7]=[CH:8][C:9]=1[O:10][C:11]([F:14])([F:13])[F:12])[CH2:5]Br.NC(N)=[S:17], predict the reaction product. The product is: [Cl:1][C:2]1[CH:3]=[C:4]([CH2:5][SH:17])[CH:7]=[CH:8][C:9]=1[O:10][C:11]([F:14])([F:13])[F:12].